From a dataset of Full USPTO retrosynthesis dataset with 1.9M reactions from patents (1976-2016). Predict the reactants needed to synthesize the given product. (1) Given the product [CH2:16]([OH:15])[CH:17]([OH:19])[CH2:8][CH2:7][CH2:6][CH2:5][CH2:4][CH2:3][C:2]#[CH:1], predict the reactants needed to synthesize it. The reactants are: [CH2:1]=[CH:2][CH2:3][CH2:4][CH2:5][CH2:6][CH2:7][CH2:8]C#C.C[N+]1([O-])[CH2:17][CH2:16][O:15]CC1.[OH:19]S([O-])=O.[Na+]. (2) The reactants are: [CH2:1]([O:9][C:10](=[O:13])[CH:11]=[CH2:12])[CH2:2][CH2:3][CH2:4][CH2:5][CH2:6][CH2:7][CH3:8].[CH3:14][O:15][C:16](=[O:20])[C:17]([CH3:19])=[CH2:18].[C:21]([OH:25])(=[O:24])[CH:22]=[CH2:23].[C:26]([O:31][CH2:32][CH2:33][OH:34])(=[O:30])[C:27]([CH3:29])=[CH2:28].S(OOS([O-])(=O)=O)([O-])(=O)=O.[K+].[K+]. Given the product [CH2:1]([O:9][C:10](=[O:13])[CH:11]=[CH2:12])[CH2:2][CH2:3][CH2:4][CH2:5][CH2:6][CH2:7][CH3:8].[CH3:14][O:15][C:16](=[O:20])[C:17]([CH3:19])=[CH2:18].[C:21]([OH:25])(=[O:24])[CH:22]=[CH2:23].[C:26]([O:31][CH2:32][CH2:33][OH:34])(=[O:30])[C:27]([CH3:29])=[CH2:28], predict the reactants needed to synthesize it. (3) Given the product [O:12]=[C:11]1[N:5]([CH2:1][CH2:2][CH:3]=[O:25])[CH2:6][CH2:7][N:8]([C:13]2[CH:18]=[CH:17][CH:16]=[C:15]([C:19]([F:22])([F:21])[F:20])[CH:14]=2)[CH2:9][CH2:10]1, predict the reactants needed to synthesize it. The reactants are: [CH2:1]([N:5]1[C:11](=[O:12])[CH2:10][CH2:9][N:8]([C:13]2[CH:18]=[CH:17][CH:16]=[C:15]([C:19]([F:22])([F:21])[F:20])[CH:14]=2)[CH2:7][CH2:6]1)[CH2:2][CH:3]=C.O.I([O-])(=O)(=O)=[O:25].[Na+]. (4) Given the product [F:17][C:12]1[C:11]2[CH:10]=[C:9]3[C:18]4[N:19]=[C:2]([C:38]5[C:39]([N:41]([CH3:46])[S:42]([CH3:45])(=[O:44])=[O:43])=[CH:40][C:30]6[O:29][C:28]([C:25]7[CH:26]=[CH:27][C:22]([F:21])=[CH:23][CH:24]=7)=[C:32]([C:33]([NH:35][CH3:36])=[O:34])[C:31]=6[CH:37]=5)[CH:3]=[CH:4][C:5]=4[N:6]([CH3:20])[CH2:7][N:8]3[C:16]=2[CH:15]=[CH:14][CH:13]=1, predict the reactants needed to synthesize it. The reactants are: Cl[C:2]1[CH:3]=[CH:4][C:5]2[N:6]([CH3:20])[CH2:7][N:8]3[C:16]4[CH:15]=[CH:14][CH:13]=[C:12]([F:17])[C:11]=4[CH:10]=[C:9]3[C:18]=2[N:19]=1.[F:21][C:22]1[CH:27]=[CH:26][C:25]([C:28]2[O:29][C:30]3[CH:40]=[C:39]([N:41]([CH3:46])[S:42]([CH3:45])(=[O:44])=[O:43])[C:38](B4OC(C)(C)C(C)(C)O4)=[CH:37][C:31]=3[C:32]=2[C:33]([NH:35][CH3:36])=[O:34])=[CH:24][CH:23]=1.C([O-])([O-])=O.[Cs+].[Cs+].